Dataset: Forward reaction prediction with 1.9M reactions from USPTO patents (1976-2016). Task: Predict the product of the given reaction. (1) Given the reactants [Cl:1][C:2]1[CH:7]=[CH:6][C:5]([O:8][CH2:9][C:10]([F:13])([F:12])[F:11])=[C:4]([F:14])[CH:3]=1.C([Li])CCC.CN(C)[CH:22]=[O:23].O, predict the reaction product. The product is: [Cl:1][C:2]1[C:3]([CH:22]=[O:23])=[C:4]([F:14])[C:5]([O:8][CH2:9][C:10]([F:12])([F:11])[F:13])=[CH:6][CH:7]=1. (2) Given the reactants [F:1][C:2]1[CH:10]=[C:9]2[C:5]([CH:6]=[N:7][NH:8]2)=[CH:4][CH:3]=1.[H-].[Na+].S(O[CH:24]1[CH2:29][CH2:28][N:27]([C:30]([O:32][C:33]([CH3:36])([CH3:35])[CH3:34])=[O:31])[CH2:26][CH2:25]1)(C1C=CC(C)=CC=1)(=O)=O, predict the reaction product. The product is: [F:1][C:2]1[CH:10]=[C:9]2[C:5]([CH:6]=[N:7][N:8]2[CH:24]2[CH2:29][CH2:28][N:27]([C:30]([O:32][C:33]([CH3:36])([CH3:35])[CH3:34])=[O:31])[CH2:26][CH2:25]2)=[CH:4][CH:3]=1. (3) The product is: [Cl:27][C:28]1[CH:33]=[C:32]([Cl:34])[CH:31]=[CH:30][C:29]=1[S:35]([NH:20][C:4]1[CH:3]=[C:2]([Cl:1])[C:7]([S:8][C:9]2[CH:18]=[CH:17][C:16]3[C:11](=[CH:12][CH:13]=[CH:14][CH:15]=3)[CH:10]=2)=[C:6]([Cl:19])[CH:5]=1)(=[O:37])=[O:36]. Given the reactants [Cl:1][C:2]1[CH:3]=[C:4]([NH2:20])[CH:5]=[C:6]([Cl:19])[C:7]=1[S:8][C:9]1[CH:18]=[CH:17][C:16]2[C:11](=[CH:12][CH:13]=[CH:14][CH:15]=2)[CH:10]=1.N1C=CC=CC=1.[Cl:27][C:28]1[CH:33]=[C:32]([Cl:34])[CH:31]=[CH:30][C:29]=1[S:35](Cl)(=[O:37])=[O:36].Cl, predict the reaction product. (4) The product is: [N:34]1([C:30]2[CH:29]=[C:28]([C:24]3[CH:23]=[C:22]([C:21]4[CH2:20][C:19](=[O:40])[NH:18][C:9]5[CH:10]=[C:11]([C:14]([F:17])([F:15])[F:16])[CH:12]=[CH:13][C:8]=5[N:7]=4)[CH:27]=[CH:26][CH:25]=3)[CH:33]=[CH:32][N:31]=2)[CH2:35][CH2:36][CH2:37][CH2:38]1. Given the reactants C(OC(=O)[NH:7][C:8]1[CH:13]=[CH:12][C:11]([C:14]([F:17])([F:16])[F:15])=[CH:10][C:9]=1[NH:18][C:19](=[O:40])[CH2:20][C:21](=O)[C:22]1[CH:27]=[CH:26][CH:25]=[C:24]([C:28]2[CH:33]=[CH:32][N:31]=[C:30]([N:34]3[CH2:38][CH2:37][CH2:36][CH2:35]3)[CH:29]=2)[CH:23]=1)(C)(C)C.C(O)(C(F)(F)F)=O, predict the reaction product.